From a dataset of hERG potassium channel inhibition data for cardiac toxicity prediction from Karim et al.. Regression/Classification. Given a drug SMILES string, predict its toxicity properties. Task type varies by dataset: regression for continuous values (e.g., LD50, hERG inhibition percentage) or binary classification for toxic/non-toxic outcomes (e.g., AMES mutagenicity, cardiotoxicity, hepatotoxicity). Dataset: herg_karim. The compound is COc1c(Nc2ncc(Cl)c(Nc3ccccc3-n3cccn3)n2)ccc2c1CCCC(N1CCN(CCO)CC1)C2. The result is 1 (blocker).